This data is from Full USPTO retrosynthesis dataset with 1.9M reactions from patents (1976-2016). The task is: Predict the reactants needed to synthesize the given product. (1) Given the product [ClH:20].[NH2:1][C@H:2]([C:7]1[CH:12]=[C:11]([C:13]2([CH:16]([F:17])[F:18])[CH2:15][CH2:14]2)[CH:10]=[C:9]([Br:19])[CH:8]=1)[CH2:3][C:4]([O:6][CH2:21][CH3:22])=[O:5], predict the reactants needed to synthesize it. The reactants are: [NH2:1][C@H:2]([C:7]1[CH:12]=[C:11]([C:13]2([CH:16]([F:18])[F:17])[CH2:15][CH2:14]2)[CH:10]=[C:9]([Br:19])[CH:8]=1)[CH2:3][C:4]([OH:6])=[O:5].[ClH:20].[CH2:21](O)[CH3:22]. (2) Given the product [Br:1][C:2]1[CH:7]=[C:6]([F:8])[CH:5]=[CH:4][C:3]=1[CH:9]1[N:10]=[C:11]([C:22]2[C:27]([F:28])=[CH:26][C:25]([F:29])=[CH:24][C:23]=2[F:30])[NH:12][C:13]([CH2:20][N:32]2[CH2:37][CH2:36][O:35][CH2:34][CH:33]2[CH2:38][C:39]([OH:41])=[O:40])=[C:14]1[C:15]([O:17][CH2:18][CH3:19])=[O:16], predict the reactants needed to synthesize it. The reactants are: [Br:1][C:2]1[CH:7]=[C:6]([F:8])[CH:5]=[CH:4][C:3]=1[CH:9]1[C:14]([C:15]([O:17][CH2:18][CH3:19])=[O:16])=[C:13]([CH2:20]Br)[NH:12][C:11]([C:22]2[C:27]([F:28])=[CH:26][C:25]([F:29])=[CH:24][C:23]=2[F:30])=[N:10]1.Cl.[NH:32]1[CH2:37][CH2:36][O:35][CH2:34][CH:33]1[CH2:38][C:39]([OH:41])=[O:40].